Dataset: Forward reaction prediction with 1.9M reactions from USPTO patents (1976-2016). Task: Predict the product of the given reaction. (1) Given the reactants Br[C:2]1[CH:7]=[C:6]([F:8])[C:5]([C:9]([N:11]2[CH2:16][CH2:15][N:14]([C:17]3[CH:22]=[CH:21][C:20]([CH3:23])=[CH:19][N:18]=3)[CH2:13][CH2:12]2)=[O:10])=[C:4]([F:24])[CH:3]=1.[CH3:25][C@@H:26]1[CH2:30][O:29][C:28](=[O:31])[NH:27]1, predict the reaction product. The product is: [F:24][C:4]1[CH:3]=[C:2]([N:27]2[C@H:26]([CH3:25])[CH2:30][O:29][C:28]2=[O:31])[CH:7]=[C:6]([F:8])[C:5]=1[C:9]([N:11]1[CH2:16][CH2:15][N:14]([C:17]2[CH:22]=[CH:21][C:20]([CH3:23])=[CH:19][N:18]=2)[CH2:13][CH2:12]1)=[O:10]. (2) Given the reactants [CH2:1]([O:3][C:4]([C:6]1([C:26]([O:28][CH2:29][CH3:30])=[O:27])[CH2:10][CH2:9][CH2:8][N:7]1[C:11]1[CH:12]=[N:13][C:14]([O:17][C:18]2[CH:23]=[CH:22][C:21]([CH:24]=C)=[CH:20][CH:19]=2)=[CH:15][CH:16]=1)=[O:5])[CH3:2].I([O-])(=O)(=O)=[O:32].[Na+], predict the reaction product. The product is: [CH2:29]([O:28][C:26]([C:6]1([C:4]([O:3][CH2:1][CH3:2])=[O:5])[CH2:10][CH2:9][CH2:8][N:7]1[C:11]1[CH:12]=[N:13][C:14]([O:17][C:18]2[CH:23]=[CH:22][C:21]([CH:24]=[O:32])=[CH:20][CH:19]=2)=[CH:15][CH:16]=1)=[O:27])[CH3:30]. (3) Given the reactants [F:1][C:2]1[C:7]([F:8])=[CH:6][C:5]([F:9])=[CH:4][C:3]=1[CH:10]=[CH:11][C:12]([O:14]CC)=O.[N+:17]([CH3:20])([O-])=O, predict the reaction product. The product is: [F:1][C:2]1[C:7]([F:8])=[CH:6][C:5]([F:9])=[CH:4][C:3]=1[CH:10]1[CH2:20][NH:17][C:12](=[O:14])[CH2:11]1. (4) Given the reactants [Br:1][C:2]1[CH:3]=[C:4]([C@@H:8]([NH:17][C:18](=[O:24])[O:19]C(C)(C)C)[C@H:9](O)[C:10]2[CH:11]=[N:12][CH:13]=[CH:14][CH:15]=2)[CH:5]=[CH:6][CH:7]=1.C(N1C=CN=C1)(N1C=CN=C1)=O, predict the reaction product. The product is: [Br:1][C:2]1[CH:3]=[C:4]([C@H:8]2[C@H:9]([C:10]3[CH:11]=[N:12][CH:13]=[CH:14][CH:15]=3)[O:24][C:18](=[O:19])[NH:17]2)[CH:5]=[CH:6][CH:7]=1.